From a dataset of Full USPTO retrosynthesis dataset with 1.9M reactions from patents (1976-2016). Predict the reactants needed to synthesize the given product. Given the product [CH3:32][N:28]1[C:27]2[CH:33]=[CH:34][C:24]([N:23]([CH3:22])[C:35]3[CH:40]=[CH:39][N:38]=[C:37]([NH:41][C:42]4[CH:43]=[CH:44][C:45]([CH2:48][S:49]([CH3:52])(=[O:50])=[O:51])=[CH:46][CH:47]=4)[N:36]=3)=[CH:25][C:26]=2[N:30]=[C:29]1[NH:31][C:1](=[O:9])[C:2]1[CH:3]=[CH:4][CH:5]=[CH:6][CH:7]=1, predict the reactants needed to synthesize it. The reactants are: [C:1]([OH:9])(=O)[C:2]1[CH:7]=[CH:6][CH:5]=[CH:4][CH:3]=1.C(N1C=CN=C1)(N1C=CN=C1)=O.[CH3:22][N:23]([C:35]1[CH:40]=[CH:39][N:38]=[C:37]([NH:41][C:42]2[CH:47]=[CH:46][C:45]([CH2:48][S:49]([CH3:52])(=[O:51])=[O:50])=[CH:44][CH:43]=2)[N:36]=1)[C:24]1[CH:34]=[CH:33][C:27]2[N:28]([CH3:32])[C:29]([NH2:31])=[N:30][C:26]=2[CH:25]=1.C(N(CC)CC)C.